This data is from Full USPTO retrosynthesis dataset with 1.9M reactions from patents (1976-2016). The task is: Predict the reactants needed to synthesize the given product. (1) Given the product [NH2:29][C:27]1[N:28]=[C:23]([N:19]2[CH2:20][CH2:21][CH2:22][C@H:18]2[C:7]2[N:8]([C:12]3[CH:13]=[CH:14][CH:15]=[CH:16][CH:17]=3)[C:9](=[O:11])[C:10]3=[C:2]([Cl:1])[CH:3]=[CH:4][N:5]3[N:6]=2)[N:24]2[CH:32]=[CH:33][N:30]=[C:25]2[N:26]=1, predict the reactants needed to synthesize it. The reactants are: [Cl:1][C:2]1[CH:3]=[CH:4][N:5]2[C:10]=1[C:9](=[O:11])[N:8]([C:12]1[CH:17]=[CH:16][CH:15]=[CH:14][CH:13]=1)[C:7]([C@@H:18]1[CH2:22][CH2:21][CH2:20][N:19]1[C:23]1[N:28]=[C:27]([NH2:29])[N:26]=[C:25]([NH2:30])[N:24]=1)=[N:6]2.Cl[CH2:32][CH:33]=O. (2) The reactants are: Cl[C:2]1[N:10]=[C:9]2[C:5]([N:6]=[CH:7][N:8]2[C@@H:11]2[CH2:15][C@H:14]([N:16]3[N:20]=[C:19]([CH3:21])[CH:18]=[N:17]3)[C@@H:13]([OH:22])[C@H:12]2[OH:23])=[C:4]([NH:24][CH:25]2[CH2:29][CH2:28][N:27]([C:30]3[CH:35]=[CH:34][C:33]([C:36]([F:39])([F:38])[F:37])=[CH:32][N:31]=3)[CH2:26]2)[N:3]=1.Cl.N[C@H]1C[C@@H](N2C=NC3C2=NC=NC=3NC2CCCC2)[C@H](O)[C@@H]1O. Given the product [CH3:21][C:19]1[CH:18]=[N:17][N:16]([C@H:14]2[CH2:15][C@@H:11]([N:8]3[CH:7]=[N:6][C:5]4[C:9]3=[N:10][CH:2]=[N:3][C:4]=4[NH:24][C@H:25]3[CH2:29][CH2:28][N:27]([C:30]4[CH:35]=[CH:34][C:33]([C:36]([F:37])([F:39])[F:38])=[CH:32][N:31]=4)[CH2:26]3)[C@H:12]([OH:23])[C@@H:13]2[OH:22])[N:20]=1, predict the reactants needed to synthesize it. (3) Given the product [OH:8][CH2:9][C@H:10]1[O:12][C@H:11]1[C@H:13]([O:22][CH2:23][O:24][CH3:25])[CH2:14][C:15](=[CH2:21])[C:16]([O:18][CH2:19][CH3:20])=[O:17], predict the reactants needed to synthesize it. The reactants are: [Si]([O:8][CH2:9][C@H:10]1[O:12][C@H:11]1[C@H:13]([O:22][CH2:23][O:24][CH3:25])[CH2:14][C:15](=[CH2:21])[C:16]([O:18][CH2:19][CH3:20])=[O:17])(C(C)(C)C)(C)C.[F-].C([N+](CCCC)(CCCC)CCCC)CCC. (4) Given the product [Br:1][C:2]1[CH:3]=[C:4]([NH2:11])[C:5]([O:8][CH2:9][CH3:10])=[N:6][CH:7]=1, predict the reactants needed to synthesize it. The reactants are: [Br:1][C:2]1[CH:3]=[C:4]([N+:11]([O-])=O)[C:5]([O:8][CH2:9][CH3:10])=[N:6][CH:7]=1.[Sn](Cl)Cl.[OH-].[Na+].S([O-])([O-])(=O)=O.[Na+].[Na+]. (5) The reactants are: [OH:1][C:2]1[C:11]2[C:6](=[N:7][CH:8]=[CH:9][CH:10]=2)[N:5]([CH3:12])[C:4](=[O:13])[C:3]=1[C:14](=[O:29])[CH:15]=[CH:16][C:17]1[CH:22]=[CH:21][CH:20]=[C:19]([O:23][CH2:24][C:25]([O:27]C)=[O:26])[CH:18]=1.[OH-].[Na+]. Given the product [OH:1][C:2]1[C:11]2[C:6](=[N:7][CH:8]=[CH:9][CH:10]=2)[N:5]([CH3:12])[C:4](=[O:13])[C:3]=1[C:14](=[O:29])[CH:15]=[CH:16][C:17]1[CH:22]=[CH:21][CH:20]=[C:19]([O:23][CH2:24][C:25]([OH:27])=[O:26])[CH:18]=1, predict the reactants needed to synthesize it. (6) Given the product [Cl:1][C:2]1[CH:7]=[CH:6][C:5]([CH2:8][C:9]([OH:11])=[O:10])=[CH:4][C:3]=1[OH:12], predict the reactants needed to synthesize it. The reactants are: [Cl:1][C:2]1[CH:7]=[CH:6][C:5]([CH2:8][C:9]([OH:11])=[O:10])=[CH:4][C:3]=1[O:12]C.Br. (7) Given the product [CH2:28]([NH:32][C:18]([CH:15]1[CH2:14][CH2:13][N:12]([C:5]2[C:6]3[C:11](=[CH:10][N:9]=[CH:8][CH:7]=3)[C:2]([Br:1])=[C:3]([C:21]3[CH:26]=[CH:25][N:24]=[C:23]([Cl:27])[CH:22]=3)[N:4]=2)[CH2:17][CH2:16]1)=[O:20])[CH:29]([CH3:31])[CH3:30], predict the reactants needed to synthesize it. The reactants are: [Br:1][C:2]1[C:11]2[C:6](=[CH:7][CH:8]=[N:9][CH:10]=2)[C:5]([N:12]2[CH2:17][CH2:16][CH:15]([C:18]([OH:20])=O)[CH2:14][CH2:13]2)=[N:4][C:3]=1[C:21]1[CH:26]=[CH:25][N:24]=[C:23]([Cl:27])[CH:22]=1.[CH2:28]([NH2:32])[CH:29]([CH3:31])[CH3:30].C1CN([P+](ON2N=NC3C=CC=CC2=3)(N2CCCC2)N2CCCC2)CC1.F[P-](F)(F)(F)(F)F. (8) Given the product [C:2]([C:5]1[CH:10]=[CH:9][C:8]([CH2:11][C:12]([O:14][CH3:15])=[O:13])=[CH:7][CH:6]=1)#[N:3], predict the reactants needed to synthesize it. The reactants are: [Cu][C:2]#[N:3].Br[C:5]1[CH:10]=[CH:9][C:8]([CH2:11][C:12]([O:14][CH3:15])=[O:13])=[CH:7][CH:6]=1. (9) Given the product [F:23][C:24]1[CH:25]=[C:26]2[C:30](=[CH:31][CH:32]=1)[NH:29][C:28](=[O:33])[C:27]2=[CH:35][N:4]1[C:5]2[CH2:11][CH2:10][CH2:9][N:8]([CH2:12][CH2:13][N:14]3[CH2:19][CH2:18][CH2:17][CH2:16][CH2:15]3)[C:7](=[O:20])[C:6]=2[C:2]([CH3:1])=[CH:3]1, predict the reactants needed to synthesize it. The reactants are: [CH3:1][C:2]1[C:6]2[C:7](=[O:20])[N:8]([CH2:12][CH2:13][N:14]3[CH2:19][CH2:18][CH2:17][CH2:16][CH2:15]3)[CH2:9][CH2:10][CH2:11][C:5]=2[NH:4][C:3]=1C=O.[F:23][C:24]1[CH:25]=[C:26]2[C:30](=[CH:31][CH:32]=1)[NH:29][C:28](=[O:33])[CH2:27]2.N1CCCC[CH2:35]1.